This data is from Catalyst prediction with 721,799 reactions and 888 catalyst types from USPTO. The task is: Predict which catalyst facilitates the given reaction. (1) Product: [C:1]([O:5][C:6](=[O:42])[N:7]([CH2:15][C:16]1[CH:17]=[N:18][C:19]([C:22]2[S:30][C:29]3[C:24](=[N:25][CH:26]=[CH:27][C:28]=3[O:31][C:32]3[CH:37]=[CH:36][C:35]([NH2:38])=[CH:34][C:33]=3[F:41])[CH:23]=2)=[CH:20][CH:21]=1)[CH2:8][CH2:9][O:10][CH2:11][CH2:12][O:13][CH3:14])([CH3:4])([CH3:2])[CH3:3]. The catalyst class is: 406. Reactant: [C:1]([O:5][C:6](=[O:42])[N:7]([CH2:15][C:16]1[CH:17]=[N:18][C:19]([C:22]2[S:30][C:29]3[C:24](=[N:25][CH:26]=[CH:27][C:28]=3[O:31][C:32]3[CH:37]=[CH:36][C:35]([N+:38]([O-])=O)=[CH:34][C:33]=3[F:41])[CH:23]=2)=[CH:20][CH:21]=1)[CH2:8][CH2:9][O:10][CH2:11][CH2:12][O:13][CH3:14])([CH3:4])([CH3:3])[CH3:2].[Cl-].[NH4+]. (2) Reactant: Cl.[CH2:2]([NH:6][CH2:7][C@@H:8]([C@H:10]([C@@H:12]([C@@H:14]([CH2:16]O)[OH:15])[OH:13])[OH:11])[OH:9])[CH2:3][CH2:4][CH3:5].[OH-:18].[Na+]. Product: [CH2:2]([NH:6][CH:7]([C@:8]1([O:15][C@@H:14]([CH3:16])[C@@H:12]([OH:13])[C@@H:10]1[OH:11])[OH:9])[OH:18])[CH2:3][CH2:4][CH3:5]. The catalyst class is: 6. (3) Reactant: [C:1]1([CH2:7][CH2:8][C:9](/[N:11]=[C:12](/[NH:32][C:33](=[O:42])[CH2:34][CH2:35][C:36]2[CH:41]=[CH:40][CH:39]=[CH:38][CH:37]=2)\[NH:13][CH2:14][CH2:15][CH2:16][C@H:17]2[C:20](=[O:21])[NH:19][C@@H:18]2[C:22]([O:24][CH2:25][C:26]2[CH:31]=[CH:30][CH:29]=[CH:28][CH:27]=2)=[O:23])=[O:10])[CH:6]=[CH:5][CH:4]=[CH:3][CH:2]=1.[C:43]1([N:49]=[C:50]=[O:51])[CH:48]=[CH:47][CH:46]=[CH:45][CH:44]=1.C(N(CC)CC)C. Product: [C:1]1([CH2:7][CH2:8][C:9](/[N:11]=[C:12](/[NH:32][C:33](=[O:42])[CH2:34][CH2:35][C:36]2[CH:37]=[CH:38][CH:39]=[CH:40][CH:41]=2)\[NH:13][CH2:14][CH2:15][CH2:16][C@H:17]2[C:20](=[O:21])[N:19]([C:50](=[O:51])[NH:49][C:43]3[CH:48]=[CH:47][CH:46]=[CH:45][CH:44]=3)[C@@H:18]2[C:22]([O:24][CH2:25][C:26]2[CH:31]=[CH:30][CH:29]=[CH:28][CH:27]=2)=[O:23])=[O:10])[CH:6]=[CH:5][CH:4]=[CH:3][CH:2]=1. The catalyst class is: 64. (4) Reactant: [C:1]([O:5][C:6](=[O:40])[N:7]([C@H:9]([C:11](=[O:39])[NH:12][C@@H:13]1[C:19](=[O:20])[N:18]([CH2:21][C:22]2[C:31]3[C:26](=[CH:27][C:28]([Br:32])=[CH:29][CH:30]=3)[CH:25]=[CH:24][C:23]=2[O:33][CH3:34])[C:17]2[CH:35]=[CH:36][CH:37]=[CH:38][C:16]=2[NH:15][CH2:14]1)[CH3:10])[CH3:8])([CH3:4])([CH3:3])[CH3:2].[F:41][C:42]([F:55])([F:54])[C:43]([C:45]1[CH:53]=[CH:52][C:48]([C:49](O)=[O:50])=[CH:47][CH:46]=1)=[O:44].O=P(Cl)(Cl)Cl.O. Product: [C:1]([O:5][C:6](=[O:40])[N:7]([C@H:9]([C:11](=[O:39])[NH:12][C@@H:13]1[C:19](=[O:20])[N:18]([CH2:21][C:22]2[C:31]3[C:26](=[CH:27][C:28]([Br:32])=[CH:29][CH:30]=3)[CH:25]=[CH:24][C:23]=2[O:33][CH3:34])[C:17]2[CH:35]=[CH:36][CH:37]=[CH:38][C:16]=2[N:15]([C:49](=[O:50])[C:48]2[CH:47]=[CH:46][C:45]([C:43](=[O:44])[C:42]([F:54])([F:55])[F:41])=[CH:53][CH:52]=2)[CH2:14]1)[CH3:10])[CH3:8])([CH3:2])([CH3:3])[CH3:4]. The catalyst class is: 17. (5) Reactant: [CH3:1][S:2]([C:5]1[CH:13]=[CH:12][C:8]([C:9]([OH:11])=O)=[CH:7][CH:6]=1)(=[O:4])=[O:3].C1N=CN(C(N2C=NC=C2)=O)C=1.Cl.[NH2:27][CH2:28][C:29]1[CH:30]=[C:31]2[C:35](=[CH:36][CH:37]=1)[C:34](=[O:38])[N:33]([C@@:39]1([CH3:47])[CH2:44][CH2:43][C:42](=[O:45])[NH:41][C:40]1=[O:46])[C:32]2=[O:48].CC#N. Product: [CH3:47][C@:39]1([N:33]2[C:32](=[O:48])[C:31]3[C:35](=[CH:36][CH:37]=[C:29]([CH2:28][NH:27][C:9](=[O:11])[C:8]4[CH:7]=[CH:6][C:5]([S:2]([CH3:1])(=[O:3])=[O:4])=[CH:13][CH:12]=4)[CH:30]=3)[C:34]2=[O:38])[CH2:44][CH2:43][C:42](=[O:45])[NH:41][C:40]1=[O:46]. The catalyst class is: 3.